This data is from Peptide-MHC class I binding affinity with 185,985 pairs from IEDB/IMGT. The task is: Regression. Given a peptide amino acid sequence and an MHC pseudo amino acid sequence, predict their binding affinity value. This is MHC class I binding data. (1) The peptide sequence is IEGELESLS. The MHC is HLA-B18:01 with pseudo-sequence HLA-B18:01. The binding affinity (normalized) is 0. (2) The MHC is HLA-A32:01 with pseudo-sequence HLA-A32:01. The peptide sequence is IDNVHTWTEQ. The binding affinity (normalized) is 0.150. (3) The peptide sequence is YPQLSAIAL. The MHC is HLA-A03:01 with pseudo-sequence HLA-A03:01. The binding affinity (normalized) is 0.0847. (4) The peptide sequence is AHAGARVNL. The MHC is HLA-A29:02 with pseudo-sequence HLA-A29:02. The binding affinity (normalized) is 0.568.